The task is: Predict the product of the given reaction.. This data is from Forward reaction prediction with 1.9M reactions from USPTO patents (1976-2016). (1) Given the reactants [NH2:1][C:2]1[CH:3]=[C:4]([N:8]([CH:16]2[CH2:21][CH2:20][N:19]([CH2:22][CH:23]([C:34]3[CH:39]=[CH:38][CH:37]=[CH:36][CH:35]=3)[C:24]([O:26][CH2:27][C:28]3[CH:33]=[CH:32][CH:31]=[CH:30][CH:29]=3)=[O:25])[CH2:18][CH2:17]2)[C:9]([C:11]2[O:12][CH:13]=[CH:14][CH:15]=2)=[O:10])[CH:5]=[CH:6][CH:7]=1.C(N(CC)CC)C.[C:47]([O:51][C:52]([NH:54][C:55]([NH:57][C:58]([O:60][C:61]([CH3:64])([CH3:63])[CH3:62])=[O:59])=S)=[O:53])([CH3:50])([CH3:49])[CH3:48], predict the reaction product. The product is: [C:61]([O:60][C:58]([N:57]=[C:55]([NH:54][C:52]([O:51][C:47]([CH3:50])([CH3:49])[CH3:48])=[O:53])[NH:1][C:2]1[CH:3]=[C:4]([N:8]([CH:16]2[CH2:17][CH2:18][N:19]([CH2:22][CH:23]([C:34]3[CH:35]=[CH:36][CH:37]=[CH:38][CH:39]=3)[C:24]([O:26][CH2:27][C:28]3[CH:33]=[CH:32][CH:31]=[CH:30][CH:29]=3)=[O:25])[CH2:20][CH2:21]2)[C:9]([C:11]2[O:12][CH:13]=[CH:14][CH:15]=2)=[O:10])[CH:5]=[CH:6][CH:7]=1)=[O:59])([CH3:64])([CH3:63])[CH3:62]. (2) Given the reactants [CH2:1]([N:8]1[CH2:13][CH2:12][CH:11]([N:14]2[CH:18]([C:19]3[CH:20]=[C:21]([CH3:25])[CH:22]=[CH:23][CH:24]=3)[C:17]([C:26]3[CH:39]=[CH:38][C:29]4[N:30]([CH2:36][CH3:37])[C:31](=[O:35])[N:32]([CH2:33][CH3:34])[C:28]=4[CH:27]=3)=[CH:16][NH:15]2)[CH2:10][CH2:9]1)[C:2]1[CH:7]=[CH:6][CH:5]=[CH:4][CH:3]=1, predict the reaction product. The product is: [CH2:1]([N:8]1[CH2:9][CH2:10][CH:11]([N:14]2[CH:18]([C:19]3[CH:20]=[C:21]([CH3:25])[CH:22]=[CH:23][CH:24]=3)[C:17]([C:26]3[CH:39]=[CH:38][C:29]4[N:30]([CH2:36][CH3:37])[C:31](=[O:35])[N:32]([CH2:33][CH3:34])[C:28]=4[CH:27]=3)=[CH:16][NH:15]2)[CH2:12][CH2:13]1)[C:2]1[CH:3]=[CH:4][CH:5]=[CH:6][CH:7]=1.[CH2:36]([N:30]1[C:29]2[CH:38]=[CH:39][C:26]([C:17]3[CH:18]([C:19]4[CH:20]=[C:21]([CH3:25])[CH:22]=[CH:23][CH:24]=4)[N:14]([CH:11]4[CH2:10][CH2:9][NH:8][CH2:13][CH2:12]4)[NH:15][CH:16]=3)=[CH:27][C:28]=2[N:32]([CH2:33][CH3:34])[C:31]1=[O:35])[CH3:37].